From a dataset of Catalyst prediction with 721,799 reactions and 888 catalyst types from USPTO. Predict which catalyst facilitates the given reaction. (1) Reactant: [C:1]([O:5][C:6]([N:8]1[CH2:13][CH2:12][CH:11]([O:14][C:15]2[CH:39]=[C:38]([S:40][CH3:41])[CH:37]=[CH:36][C:16]=2[C:17]([NH:19][C:20]2[CH:35]=[CH:34][CH:33]=[CH:32][C:21]=2[C:22]([NH:24][C:25]2[CH:30]=[CH:29][C:28]([Cl:31])=[CH:27][N:26]=2)=[O:23])=[O:18])[CH2:10][CH2:9]1)=[O:7])([CH3:4])([CH3:3])[CH3:2].C12(CS(O)(=O)=O)C(C)(C)C(CC1)CC2=[O:44].C(OO)(C)(C)C. Product: [C:1]([O:5][C:6]([N:8]1[CH2:9][CH2:10][CH:11]([O:14][C:15]2[CH:39]=[C:38]([S:40]([CH3:41])=[O:44])[CH:37]=[CH:36][C:16]=2[C:17]([NH:19][C:20]2[CH:35]=[CH:34][CH:33]=[CH:32][C:21]=2[C:22]([NH:24][C:25]2[CH:30]=[CH:29][C:28]([Cl:31])=[CH:27][N:26]=2)=[O:23])=[O:18])[CH2:12][CH2:13]1)=[O:7])([CH3:4])([CH3:3])[CH3:2]. The catalyst class is: 22. (2) Reactant: [C:1]([C:4]1[CH:14]=[CH:13][C:7]([C:8]([O:10][CH2:11][CH3:12])=[O:9])=[C:6]([CH3:15])[CH:5]=1)(=[O:3])[CH3:2].[Cl:16][C:17]1[CH:18]=[C:19]([C:24](=[O:29])[C:25]([F:28])([F:27])[F:26])[CH:20]=[C:21]([Cl:23])[CH:22]=1.C(N(CC)CC)C. Product: [Cl:16][C:17]1[CH:18]=[C:19]([C:24]([OH:29])([C:25]([F:26])([F:27])[F:28])[CH2:2][C:1]([C:4]2[CH:14]=[CH:13][C:7]([C:8]([O:10][CH2:11][CH3:12])=[O:9])=[C:6]([CH3:15])[CH:5]=2)=[O:3])[CH:20]=[C:21]([Cl:23])[CH:22]=1. The catalyst class is: 194. (3) Reactant: [F:1][C:2]1[CH:7]=[CH:6][C:5]([S:8][CH2:9][CH2:10][CH2:11][C:12]([N:14]([CH2:16][C:17]2[CH:22]=[CH:21][CH:20]=[CH:19][C:18]=2[OH:23])[CH3:15])=[O:13])=[CH:4][CH:3]=1.[H-].[Na+].Cl.[CH3:27][N:28]([CH3:32])[CH2:29][CH2:30]Cl.O. Product: [CH3:27][N:28]([CH3:32])[CH2:29][CH2:30][O:23][C:18]1[CH:19]=[CH:20][CH:21]=[CH:22][C:17]=1[CH2:16][N:14]([CH3:15])[C:12](=[O:13])[CH2:11][CH2:10][CH2:9][S:8][C:5]1[CH:4]=[CH:3][C:2]([F:1])=[CH:7][CH:6]=1. The catalyst class is: 3.